From a dataset of Forward reaction prediction with 1.9M reactions from USPTO patents (1976-2016). Predict the product of the given reaction. (1) Given the reactants C1(O[C:8](=[O:26])[NH:9][C:10]2[CH:15]=[C:14]([C:16]([CH3:19])([CH3:18])[CH3:17])[CH:13]=[C:12]([C:20](=[O:23])[NH:21][CH3:22])[C:11]=2[O:24][CH3:25])C=CC=CC=1.[NH2:27][C:28]1[C:37]2[C:32](=[CH:33][CH:34]=[CH:35][CH:36]=2)[C:31]([O:38][C:39]2[CH:44]=[CH:43][N:42]=[C:41]([NH:45][C:46]3[CH:47]=[C:48]([CH:61]=[C:62]([C:64]#[CH:65])[CH:63]=3)[C:49]([NH:51][C@H:52]([CH3:60])[CH2:53][N:54]3[CH2:59][CH2:58][O:57][CH2:56][CH2:55]3)=[O:50])[N:40]=2)=[CH:30][CH:29]=1.C(N(CC)CC)C, predict the reaction product. The product is: [C:16]([C:14]1[CH:15]=[C:10]([NH:9][C:8]([NH:27][C:28]2[C:37]3[C:32](=[CH:33][CH:34]=[CH:35][CH:36]=3)[C:31]([O:38][C:39]3[CH:44]=[CH:43][N:42]=[C:41]([NH:45][C:46]4[CH:47]=[C:48]([C:49](=[O:50])[NH:51][C@H:52]([CH3:60])[CH2:53][N:54]5[CH2:59][CH2:58][O:57][CH2:56][CH2:55]5)[CH:61]=[C:62]([C:64]#[CH:65])[CH:63]=4)[N:40]=3)=[CH:30][CH:29]=2)=[O:26])[C:11]([O:24][CH3:25])=[C:12]([CH:13]=1)[C:20]([NH:21][CH3:22])=[O:23])([CH3:17])([CH3:18])[CH3:19]. (2) Given the reactants [Br:1][C:2]1[CH:7]=[C:6]([F:8])[C:5]([OH:9])=[C:4]([F:10])[CH:3]=1.[CH3:11][C@H:12](O)[CH2:13][CH2:14][CH2:15][CH2:16][CH2:17][CH3:18].C1(P(C2C=CC=CC=2)C2C=CC=CC=2)C=CC=CC=1.N(C(OC(C)C)=O)=NC(OC(C)C)=O, predict the reaction product. The product is: [F:10][C:4]1[CH:3]=[C:2]([Br:1])[CH:7]=[C:6]([F:8])[C:5]=1[O:9][CH:12]([CH3:11])[CH2:13][CH2:14][CH2:15][CH2:16][CH2:17][CH3:18]. (3) Given the reactants BrCC.[CH:4]#[C:5][CH2:6][CH2:7][CH2:8][CH2:9][CH3:10].[CH2:11](Br)[CH:12]=[CH2:13].Cl, predict the reaction product. The product is: [CH2:4]=[CH:5][CH2:6][C:7]#[C:8][CH2:9][CH2:10][CH2:11][CH2:12][CH3:13]. (4) Given the reactants CCN(C(C)C)C(C)C.[CH3:10][C:11]1([N:17]2[CH2:22][CH2:21][CH:20]([NH:23][C:24]3[CH:29]=[C:28]([C:30]([F:33])([F:32])[F:31])[CH:27]=[CH:26][C:25]=3[OH:34])[CH2:19][CH2:18]2)[CH2:16][CH2:15][O:14][CH2:13][CH2:12]1.[Cl:35][C:36](Cl)([O:38]C(=O)OC(Cl)(Cl)Cl)Cl, predict the reaction product. The product is: [ClH:35].[CH3:10][C:11]1([N:17]2[CH2:22][CH2:21][CH:20]([N:23]3[C:24]4[CH:29]=[C:28]([C:30]([F:32])([F:33])[F:31])[CH:27]=[CH:26][C:25]=4[O:34][C:36]3=[O:38])[CH2:19][CH2:18]2)[CH2:12][CH2:13][O:14][CH2:15][CH2:16]1. (5) Given the reactants [NH2:1][C:2]1[N:6]([C:7]2[CH:8]=[C:9]([CH:13]=[CH:14][CH:15]=2)[C:10]([OH:12])=[O:11])[N:5]=[CH:4][C:3]=1[C:16]#[N:17].[CH3:18][Si](C=[N+]=[N-])(C)C.C(OCC)C, predict the reaction product. The product is: [CH3:18][O:11][C:10](=[O:12])[C:9]1[CH:13]=[CH:14][CH:15]=[C:7]([N:6]2[C:2]([NH2:1])=[C:3]([C:16]#[N:17])[CH:4]=[N:5]2)[CH:8]=1. (6) Given the reactants [N+:1]([C:4]1[CH:5]=[C:6]([N:10]2[CH2:15][CH2:14][N:13]([C:16]([C:18]3[N:19]([C:24]4[CH:29]=[CH:28][CH:27]=[CH:26][CH:25]=4)[N:20]=[C:21]([CH3:23])[CH:22]=3)=[O:17])[CH2:12][CH2:11]2)[CH:7]=[CH:8][CH:9]=1)([O-])=O.[H][H], predict the reaction product. The product is: [NH2:1][C:4]1[CH:5]=[C:6]([N:10]2[CH2:11][CH2:12][N:13]([C:16]([C:18]3[N:19]([C:24]4[CH:25]=[CH:26][CH:27]=[CH:28][CH:29]=4)[N:20]=[C:21]([CH3:23])[CH:22]=3)=[O:17])[CH2:14][CH2:15]2)[CH:7]=[CH:8][CH:9]=1. (7) Given the reactants [CH3:1][O:2][C:3]([N:5]1[C@@H:13]2[C@@H:8]([C@@:9]([OH:23])([C:14]#[C:15][C:16]3[CH:17]=[C:18]([CH3:22])[CH:19]=[CH:20][CH:21]=3)[CH2:10][CH2:11][CH2:12]2)[CH2:7][CH2:6]1)=[O:4].[C:24](O)(=[O:36])[CH2:25][CH2:26][CH2:27][CH2:28][CH2:29][CH2:30][CH2:31][CH2:32][CH2:33][CH2:34][CH3:35], predict the reaction product. The product is: [CH3:1][O:2][C:3]([N:5]1[C@H:13]2[C@H:8]([C@:9]([O:23][C:24](=[O:36])[CH2:25][CH2:26][CH2:27][CH2:28][CH2:29][CH2:30][CH2:31][CH2:32][CH2:33][CH2:34][CH3:35])([C:14]#[C:15][C:16]3[CH:17]=[C:18]([CH3:22])[CH:19]=[CH:20][CH:21]=3)[CH2:10][CH2:11][CH2:12]2)[CH2:7][CH2:6]1)=[O:4]. (8) Given the reactants [C:1]([C:3]1[CH:8]=[CH:7][C:6]([S:9]([NH:12][CH2:13][CH2:14][N:15]2[CH2:22][CH:21]3[O:23][CH:17]([CH2:18][NH:19][CH2:20]3)[CH2:16]2)(=[O:11])=[O:10])=[CH:5][CH:4]=1)#[N:2].[CH3:24][N:25]1[C:33]2[C:28](=[CH:29][CH:30]=[CH:31][CH:32]=2)[C:27]([CH:34]=O)=[CH:26]1.C(O[BH-](OC(=O)C)OC(=O)C)(=O)C.[Na+].C([O-])([O-])=O.[Na+].[Na+], predict the reaction product. The product is: [C:1]([C:3]1[CH:8]=[CH:7][C:6]([S:9]([NH:12][CH2:13][CH2:14][N:15]2[CH2:22][CH:21]3[O:23][CH:17]([CH2:18][N:19]([CH2:34][C:27]4[C:28]5[C:33](=[CH:32][CH:31]=[CH:30][CH:29]=5)[N:25]([CH3:24])[CH:26]=4)[CH2:20]3)[CH2:16]2)(=[O:11])=[O:10])=[CH:5][CH:4]=1)#[N:2]. (9) Given the reactants [Cl:1][C:2]1[CH:9]=[CH:8][C:5]([CH:6]=O)=[CH:4][CH:3]=1.[CH:10]([C:13]1[CH:19]=[CH:18][C:16]([NH2:17])=[CH:15][CH:14]=1)([CH3:12])[CH3:11], predict the reaction product. The product is: [Cl:1][C:2]1[CH:9]=[CH:8][C:5]([CH2:6][NH:17][C:16]2[CH:18]=[CH:19][C:13]([CH:10]([CH3:12])[CH3:11])=[CH:14][CH:15]=2)=[CH:4][CH:3]=1. (10) Given the reactants [Cl:1][C:2]1[CH:3]=[C:4]([NH:9][C:10]2[N:14]=[C:13]([NH2:15])[NH:12][N:11]=2)[CH:5]=[C:6]([Cl:8])[CH:7]=1.ClC1C=C(N=C=S)C=C(Cl)C=1C#N.O=[C:30]1[CH2:35][CH2:34][N:33]([C:36]([O:38][C:39]([CH3:42])([CH3:41])[CH3:40])=[O:37])[CH2:32][CH2:31]1.C(O)(=O)C, predict the reaction product. The product is: [C:39]([O:38][C:36]([N:33]1[CH2:34][CH2:35][CH:30]([NH:15][C:13]2[NH:12][N:11]=[C:10]([NH:9][C:4]3[CH:5]=[C:6]([Cl:8])[CH:7]=[C:2]([Cl:1])[CH:3]=3)[N:14]=2)[CH2:31][CH2:32]1)=[O:37])([CH3:42])([CH3:40])[CH3:41].